From a dataset of Peptide-MHC class I binding affinity with 185,985 pairs from IEDB/IMGT. Regression. Given a peptide amino acid sequence and an MHC pseudo amino acid sequence, predict their binding affinity value. This is MHC class I binding data. The peptide sequence is MQIRGFVYF. The MHC is HLA-C04:01 with pseudo-sequence HLA-C04:01. The binding affinity (normalized) is 0.213.